Dataset: TCR-epitope binding with 47,182 pairs between 192 epitopes and 23,139 TCRs. Task: Binary Classification. Given a T-cell receptor sequence (or CDR3 region) and an epitope sequence, predict whether binding occurs between them. The epitope is AYILFTRFFYV. The TCR CDR3 sequence is CSVEEGAFGETQYF. Result: 1 (the TCR binds to the epitope).